The task is: Predict the reactants needed to synthesize the given product.. This data is from Full USPTO retrosynthesis dataset with 1.9M reactions from patents (1976-2016). (1) Given the product [CH2:42]([NH:44][C:45]([NH:34][C:29]1[CH:28]=[CH:27][C:26]2[C:31](=[CH:32][CH:33]=[C:24]([O:23][C:6]3[C:5]4[C:10](=[CH:11][C:12]([O:13][CH2:14][CH2:15][CH2:16][N:17]5[CH2:22][CH2:21][O:20][CH2:19][CH2:18]5)=[C:3]([O:2][CH3:1])[CH:4]=4)[N:9]=[CH:8][CH:7]=3)[CH:25]=2)[CH:30]=1)=[O:46])[CH3:43], predict the reactants needed to synthesize it. The reactants are: [CH3:1][O:2][C:3]1[CH:4]=[C:5]2[C:10](=[CH:11][C:12]=1[O:13][CH2:14][CH2:15][CH2:16][N:17]1[CH2:22][CH2:21][O:20][CH2:19][CH2:18]1)[N:9]=[CH:8][CH:7]=[C:6]2[O:23][C:24]1[CH:25]=[C:26]2[C:31](=[CH:32][CH:33]=1)[CH:30]=[C:29]([NH2:34])[CH:28]=[CH:27]2.CCN(CC)CC.[CH2:42]([N:44]=[C:45]=[O:46])[CH3:43]. (2) Given the product [CH2:53]([O:52][C:49](=[O:51])/[CH:50]=[CH:47]\[C:30]1[C:29]2[C:33](=[CH:34][CH:35]=[C:27]([O:26][CH3:25])[CH:28]=2)[N:32]([S:36]([C:39]2[CH:40]=[CH:41][C:42]([O:45][CH3:46])=[CH:43][CH:44]=2)(=[O:38])=[O:37])[CH:31]=1)[CH3:54], predict the reactants needed to synthesize it. The reactants are: C1(OP(CC(OCC)=O)(OC2C=CC=CC=2)=O)C=CC=CC=1.[H-].[Na+].[CH3:25][O:26][C:27]1[CH:28]=[C:29]2[C:33](=[CH:34][CH:35]=1)[N:32]([S:36]([C:39]1[CH:44]=[CH:43][C:42]([O:45][CH3:46])=[CH:41][CH:40]=1)(=[O:38])=[O:37])[CH:31]=[C:30]2[CH:47]=O.[C:49]([O:52][CH2:53][CH3:54])(=[O:51])[CH3:50].